This data is from Peptide-MHC class II binding affinity with 134,281 pairs from IEDB. The task is: Regression. Given a peptide amino acid sequence and an MHC pseudo amino acid sequence, predict their binding affinity value. This is MHC class II binding data. (1) The peptide sequence is YDKFLANVSTVLCGK. The MHC is DRB1_0405 with pseudo-sequence DRB1_0405. The binding affinity (normalized) is 0.598. (2) The peptide sequence is KELQIVDKIDAAFKI. The MHC is DRB1_1302 with pseudo-sequence DRB1_1302. The binding affinity (normalized) is 0.601. (3) The peptide sequence is RAMFVEDIAMGYVVS. The MHC is DRB1_0401 with pseudo-sequence DRB1_0401. The binding affinity (normalized) is 0.820. (4) The peptide sequence is NARILKNCVDAKMTE. The MHC is HLA-DQA10401-DQB10402 with pseudo-sequence HLA-DQA10401-DQB10402. The binding affinity (normalized) is 0. (5) The peptide sequence is GELQQVDKIDAAFKI. The MHC is DRB3_0202 with pseudo-sequence DRB3_0202. The binding affinity (normalized) is 0.278. (6) The peptide sequence is CDPKRYFVPIFSEAV. The MHC is DRB1_0802 with pseudo-sequence DRB1_0802. The binding affinity (normalized) is 0.0852. (7) The peptide sequence is LHFSEALHIIAGTPE. The MHC is HLA-DQA10102-DQB10502 with pseudo-sequence HLA-DQA10102-DQB10502. The binding affinity (normalized) is 0.282. (8) The binding affinity (normalized) is 0.543. The MHC is HLA-DPA10201-DPB10501 with pseudo-sequence HLA-DPA10201-DPB10501. The peptide sequence is KIIGGIGGFIKVRQYDQILI. (9) The peptide sequence is SKKFIDIFKEEGSNLTSYGR. The MHC is DRB1_1101 with pseudo-sequence DRB1_1101. The binding affinity (normalized) is 1.00.